Task: Predict the product of the given reaction.. Dataset: Forward reaction prediction with 1.9M reactions from USPTO patents (1976-2016) (1) Given the reactants [NH2:1][CH2:2][CH:3]([CH3:13])[CH2:4][NH:5][C:6](=[O:12])[O:7][C:8]([CH3:11])([CH3:10])[CH3:9].[C:14]([C:16]1[CH:21]=[CH:20][C:19]([S:22](Cl)(=[O:24])=[O:23])=[CH:18][CH:17]=1)#[N:15].O, predict the reaction product. The product is: [C:14]([C:16]1[CH:17]=[CH:18][C:19]([S:22]([NH:1][CH2:2][CH:3]([CH3:13])[CH2:4][NH:5][C:6](=[O:12])[O:7][C:8]([CH3:9])([CH3:11])[CH3:10])(=[O:24])=[O:23])=[CH:20][CH:21]=1)#[N:15]. (2) Given the reactants [CH2:1]([Li])CCC.[F:6][C:7]([F:20])=[CH:8]OS(C1C=CC(C)=CC=1)(=O)=O.C1(P(C2C=CC=CC=2)C2C=CC=CC=2)C=CC=CC=1.[CH3:40][O:41][C:42](=[O:57])[C:43]1[CH:55]=[C:54](I)[CH:53]=[C:45]([C:46]([N:48]([CH3:52])[CH2:49][CH2:50][CH3:51])=[O:47])[CH:44]=1.P([O-])([O-])([O-])=O, predict the reaction product. The product is: [CH2:40]([O:41][C:42](=[O:57])[C:43]1[CH:55]=[C:54]([CH:8]=[C:7]([F:20])[F:6])[CH:53]=[C:45]([C:46]([N:48]([CH3:52])[CH2:49][CH2:50][CH3:51])=[O:47])[CH:44]=1)[CH3:1].